This data is from Catalyst prediction with 721,799 reactions and 888 catalyst types from USPTO. The task is: Predict which catalyst facilitates the given reaction. Reactant: O[CH2:2][C:3]1[CH:4]=[C:5]([CH:10]=[C:11]([CH3:13])[CH:12]=1)[C:6]([O:8][CH3:9])=[O:7].C(N(CC)CC)C.CS(Cl)(=O)=O.[CH3:26][O:27][CH2:28][C@@H:29]1[CH2:33][CH2:32][CH2:31][NH:30]1. Product: [CH3:26][O:27][CH2:28][C@@H:29]1[CH2:33][CH2:32][CH2:31][N:30]1[CH2:2][C:3]1[CH:4]=[C:5]([CH:10]=[C:11]([CH3:13])[CH:12]=1)[C:6]([O:8][CH3:9])=[O:7]. The catalyst class is: 2.